This data is from NCI-60 drug combinations with 297,098 pairs across 59 cell lines. The task is: Regression. Given two drug SMILES strings and cell line genomic features, predict the synergy score measuring deviation from expected non-interaction effect. (1) Drug 1: CS(=O)(=O)CCNCC1=CC=C(O1)C2=CC3=C(C=C2)N=CN=C3NC4=CC(=C(C=C4)OCC5=CC(=CC=C5)F)Cl. Drug 2: CC1C(C(CC(O1)OC2CC(CC3=C2C(=C4C(=C3O)C(=O)C5=CC=CC=C5C4=O)O)(C(=O)C)O)N)O. Cell line: SW-620. Synergy scores: CSS=37.8, Synergy_ZIP=1.97, Synergy_Bliss=1.09, Synergy_Loewe=-33.0, Synergy_HSA=-0.522. (2) Drug 1: CC1=C2C(C(=O)C3(C(CC4C(C3C(C(C2(C)C)(CC1OC(=O)C(C(C5=CC=CC=C5)NC(=O)OC(C)(C)C)O)O)OC(=O)C6=CC=CC=C6)(CO4)OC(=O)C)OC)C)OC. Drug 2: CC1C(C(CC(O1)OC2CC(CC3=C2C(=C4C(=C3O)C(=O)C5=C(C4=O)C(=CC=C5)OC)O)(C(=O)C)O)N)O.Cl. Cell line: A549. Synergy scores: CSS=64.0, Synergy_ZIP=6.66, Synergy_Bliss=6.04, Synergy_Loewe=1.48, Synergy_HSA=9.82. (3) Drug 1: C1C(C(OC1N2C=C(C(=O)NC2=O)F)CO)O. Drug 2: CCC1(CC2CC(C3=C(CCN(C2)C1)C4=CC=CC=C4N3)(C5=C(C=C6C(=C5)C78CCN9C7C(C=CC9)(C(C(C8N6C=O)(C(=O)OC)O)OC(=O)C)CC)OC)C(=O)OC)O.OS(=O)(=O)O. Cell line: U251. Synergy scores: CSS=47.4, Synergy_ZIP=-12.1, Synergy_Bliss=-9.83, Synergy_Loewe=-2.99, Synergy_HSA=-2.62. (4) Drug 1: CC1=C2C(C(=O)C3(C(CC4C(C3C(C(C2(C)C)(CC1OC(=O)C(C(C5=CC=CC=C5)NC(=O)C6=CC=CC=C6)O)O)OC(=O)C7=CC=CC=C7)(CO4)OC(=O)C)O)C)OC(=O)C. Drug 2: C1CCC(C(C1)N)N.C(=O)(C(=O)[O-])[O-].[Pt+4]. Cell line: DU-145. Synergy scores: CSS=48.3, Synergy_ZIP=-5.08, Synergy_Bliss=0.830, Synergy_Loewe=-3.11, Synergy_HSA=2.59.